This data is from Experimentally validated miRNA-target interactions with 360,000+ pairs, plus equal number of negative samples. The task is: Binary Classification. Given a miRNA mature sequence and a target amino acid sequence, predict their likelihood of interaction. (1) The miRNA is gga-miR-9-5p with sequence UCUUUGGUUAUCUAGCUGUAUGA. The protein sequence of the target gene is MASPVLPSGSQCAAAAAVAAAAAPPGLRLRLLLLLLSAAALIPTGDGQNLFTKDVTVIEGEVATISCQVNKSDDSVIQLLNPNRQTIYFRDFRPLKDSRFQLLNFSSSELKVSLTNVSISDEGRYFCQLYTDPPQESYTTITVLVPPRNLMIDIQKDTAVEGEEIEVNCTAMASKPATTIRWFKGNKELKGKSEVEEWSDMYTVTSQLMLKVHKEDDGVPVICQVEHPAVTGNLQTQRYLEVQYKPQVQIQMTYPLQGLTREGDAFELTCEATGKPQPVMVTWVRVDDEMPQHAVLSGPN.... Result: 0 (no interaction). (2) The miRNA is hsa-miR-548t-3p with sequence AAAAACCACAAUUACUUUUGCACCA. The protein sequence of the target gene is MAAWKSWTALRLCATVVVLDMVVCKGFVEDLDESFKENRNDDIWLVDFYAPWCGHCKKLEPIWNEVGLEMKSIGSPVKVGKMDATSYSSIASEFGVRGYPTIKLLKGDLAYNYRGPRTKDDIIEFAHRVSGALIRPLPSQQMFEHMQKRHRVFFVYVGGESPLKEKYIDAASELIVYTYFFSASEEVVPEYVTLKEMPAVLVFKDETYFVYDEYEDGDLSSWINRERFQNYLAMDGFLLYELGDTGKLVALAVIDEKNTSVEHTRLKSIIQEVARDYRDLFHRDFQFGHMDGNDYINTLL.... Result: 1 (interaction). (3) The miRNA is mmu-miR-423-3p with sequence AGCUCGGUCUGAGGCCCCUCAGU. The protein sequence of the target gene is MAASGPGCRSWCLCPEVPSATFFTALLSLLVSGPRLFLLQQPLAPSGLTLKSEALRNWQVYRLVTYIFVYENPISLLCGAIIIWRFAGNFERTVGTVRHCFFTVIFAIFSAIIFLSFEAVSSLSKLGEVEDARGFTPVAFAMLGVTTVRSRMRRALVFGMVVPSVLVPWLLLGASWLIPQTSFLSNVCGLSIGLAYGLTYCYSIDLSERVALKLDQTFPFSLMRRISVFKYVSGSSAERRAAQSRKLNPVPGSYPTQSCHPHLSPSHPVSQTQHASGQKLASWPSCTPGHMPTLPPYQPA.... Result: 0 (no interaction). (4) The miRNA is hsa-miR-4728-5p with sequence UGGGAGGGGAGAGGCAGCAAGCA. The protein sequence of the target gene is MEELLRRELGCSSVRATGHSGGGCISQGRSYDTDQGRVFVKVNPKAEARRMFEGEMASLTAILKTNTVKVPKPIKVLDAPGGGSVLVMEHMDMRHLSSHAAKLGAQLADLHLDNKKLGEMRLKEAGTVGRGGGQEERPFVARFGFDVVTCCGYLPQVNDWQEDWVVFYARQRIQPQMDMVEKESGDREALQLWSALQLKIPDLFRDLEIIPALLHGDLWGGNVAEDSSGPVIFDPASFYGHSEYELAIAGMFGGFSSSFYSAYHGKIPKAPGFEKRLQLYQLFHYLNHWNHFGSGYRGSS.... Result: 1 (interaction). (5) The miRNA is hsa-miR-3149 with sequence UUUGUAUGGAUAUGUGUGUGUAU. The protein sequence of the target gene is MAAATAAAALAAADPPPAMPQAAGAGGPTTRRDFYWLRSFLAGGIAGCCAKTTVAPLDRVKVLLQAHNHHYKHLGVFSALRAVPQKEGFLGLYKGNGAMMIRIFPYGAIQFMAFEHYKTLITTKLGISGHVHRLMAGSMAGMTAVICTYPLDMVRVRLAFQVKGEHSYTGIIHAFKTIYAKEGGFFGFYRGLMPTILGMAPYAGVSFFTFGTLKSVGLSHAPTLLGRPSSDNPNVLVLKTHVNLLCGGVAGAIAQTISYPFDVTRRRMQLGTVLPEFEKCLTMRDTMKYVYGHHGIRKGL.... Result: 1 (interaction). (6) The miRNA is hsa-miR-499a-5p with sequence UUAAGACUUGCAGUGAUGUUU. The protein sequence of the target gene is MEKSSSCESLGSQPAAARPPSVDSLSSASTSHSENSVHTKSASVVSSDSISTSADNFSPDLRVLRESNKLAEMEEPPLLPGENIKDMAKDVTYICPFTGAVRGTLTVTNYRLYFKSMERDPPFVLDASLGVINRVEKIGGASSRGENSYGLETVCKDIRNLRFAHKPEGRTRRSIFENLMKYAFPVSNNLPLFAFEYKEVFPENGWKLYDPLLEYRRQGIPNESWRITKINERYELCDTYPALLVVPANIPDEELKRVASFRSRGRIPVLSWIHPESQATITRCSQPMVGVSGKRSKEDE.... Result: 0 (no interaction). (7) The miRNA is hsa-miR-3919 with sequence GCAGAGAACAAAGGACUCAGU. The protein sequence of the target gene is MMVESASETIRSAPSGQNGVGSLSGQADGSSGGATGTTASGTGREVTTGADSNGEMSPAELLHFQQQQALQVARQFLLQQASGLSSPGNNDSKQSASAVQVPVSVAMMSPQMLTPQQMQQILSPPQLQALLQQQQALMLQQLQEYYKKQQEQLHLQLLTQQQAGKPQPKEALGNKQLAFQQQLLQMQQLQQQHLLNLQRQGLVSLQPNQASGPLQTLPQAAVCPTDLPQLWKGEGAPGQPAEDSVKQEGLDLTGTAATATSFAAPPKVSPPLSHHTLPNGQPTVLTSRRDSSSHEETPGS.... Result: 1 (interaction). (8) The miRNA is mmu-miR-1258-5p with sequence UGCUGAGCUAAUUCCCUAACUG. The protein sequence of the target gene is MVPRRPASLEVTVACIWLLTVILGVCISFNVDVKNSMSFSGPVEDMFGYTVQQYENEEGKWVLIGSPLVGQPKARTGDVYKCPVGRERSMPCVKLDLPVNTSIPNVTEIKENMTFGSTLVTNPKGGFLACGPLYAYRCGHLHYTTGICSDVSPTFQVVNSFAPVQECSTQLDIVIVLDGSNSIYPWESVTAFLNDLLKRMDIGPKQTQVGIVQYGANVTHEFNLNKYSSTEEVLVAANKIGRRGGLQTMTALGIDTARKEAFTEARGARRGVKKVMVIVTDGESHDNYRLKQVIQDCEDE.... Result: 0 (no interaction). (9) The protein sequence of the target gene is MEPAAEILVDSPDVVYSPETIEARYEYRTTRVSREGGVLRVQPRATRFTFRTARQVPRLGVMLVGWGGNNGSTLTAAVLANRLRLTWPTRTGRKEANYYGSLTQAGTVNLGLDENGREVFVPFSALLPMVAPNDLVFDGWDISSLNLAEAMRRAQVLDCGLQEQLWPHMESLRPRPSVYIPEFIAANQTARADNLIPGTRAQQLEQIRKDIRDFRSSAGLDKVIVLWTANTERFCEVVPGRNDTAENLLHTIQLGLEVSPSTLFAVASILEDCAFLNGSPQNTLVPGALELASQRHVFVG.... The miRNA is hsa-miR-1285-3p with sequence UCUGGGCAACAAAGUGAGACCU. Result: 0 (no interaction). (10) The miRNA is hsa-miR-760 with sequence CGGCUCUGGGUCUGUGGGGA. The protein sequence of the target gene is MAASRLPPATLTLKQFVRRQQVLLLYRRILQTIRQVPNDSDRKYLKDWAREEFRRNKSATEEDTIRMMITQGNMQLKELEKTLALAKS. Result: 1 (interaction).